Dataset: Full USPTO retrosynthesis dataset with 1.9M reactions from patents (1976-2016). Task: Predict the reactants needed to synthesize the given product. (1) Given the product [ClH:1].[Br:20][C:21]1[CH:22]=[C:23]([CH:25]=[CH:26][CH:27]=1)[NH:24][C:2]1[C:11]2[C:6](=[CH:7][CH:8]=[CH:9][C:10]=2[O:12][CH:13]2[CH2:18][CH2:17][N:16]([CH3:19])[CH2:15][CH2:14]2)[N:5]=[CH:4][N:3]=1, predict the reactants needed to synthesize it. The reactants are: [Cl:1][C:2]1[C:11]2[C:6](=[CH:7][CH:8]=[CH:9][C:10]=2[O:12][CH:13]2[CH2:18][CH2:17][N:16]([CH3:19])[CH2:15][CH2:14]2)[N:5]=[CH:4][N:3]=1.[Br:20][C:21]1[CH:22]=[C:23]([CH:25]=[CH:26][CH:27]=1)[NH2:24]. (2) Given the product [CH3:10][C:11]1[CH:12]=[C:13]([CH:17]2[CH2:20][C:19]3([CH2:21][CH2:22][N:23]([C:26]([O:28][C:29]4[CH:30]=[CH:31][C:32]([N+:35]([O-:37])=[O:36])=[CH:33][CH:34]=4)=[O:27])[CH2:24][CH2:25]3)[CH2:18]2)[CH:14]=[CH:15][CH:16]=1.[CH3:10][C:11]1[CH:12]=[C:13]([CH:17]2[CH2:20][C:19]3([CH2:21][CH2:22][N:23]([C:26]([NH:9][C:8]4[N:4]([CH3:3])[N:5]=[N:6][N:7]=4)=[O:27])[CH2:24][CH2:25]3)[CH2:18]2)[CH:14]=[CH:15][CH:16]=1, predict the reactants needed to synthesize it. The reactants are: [H-].[Na+].[CH3:3][N:4]1[C:8]([NH2:9])=[N:7][N:6]=[N:5]1.[CH3:10][C:11]1[CH:12]=[C:13]([CH:17]2[CH2:20][C:19]3([CH2:25][CH2:24][N:23]([C:26]([O:28][C:29]4[CH:34]=[CH:33][C:32]([N+:35]([O-:37])=[O:36])=[CH:31][CH:30]=4)=[O:27])[CH2:22][CH2:21]3)[CH2:18]2)[CH:14]=[CH:15][CH:16]=1. (3) Given the product [NH2:7][C:8]1([C:12]2[CH:13]=[CH:14][C:15]([C:18]3[C:23]([C:24]4[CH:29]=[CH:28][CH:27]=[CH:26][CH:25]=4)=[CH:22][N:21]4[N:30]=[C:31]([NH:33][C:34](=[O:36])[CH3:35])[N:32]=[C:20]4[N:19]=3)=[CH:16][CH:17]=2)[CH2:11][CH2:10][CH2:9]1, predict the reactants needed to synthesize it. The reactants are: C(OC(=O)[NH:7][C:8]1([C:12]2[CH:17]=[CH:16][C:15]([C:18]3[C:23]([C:24]4[CH:29]=[CH:28][CH:27]=[CH:26][CH:25]=4)=[CH:22][N:21]4[N:30]=[C:31]([NH:33][C:34](=[O:36])[CH3:35])[N:32]=[C:20]4[N:19]=3)=[CH:14][CH:13]=2)[CH2:11][CH2:10][CH2:9]1)(C)(C)C.C(O)(C(F)(F)F)=O. (4) Given the product [O:2]=[C:3]1[CH:10]2[CH2:11][C:6]3([O:13][C:14]([C:16]([F:22])([F:21])[S:17]([O-:20])(=[O:18])=[O:19])=[O:15])[CH2:7][CH:8]([CH2:12][CH:4]1[CH2:5]3)[CH2:9]2.[O:24]=[C:25]([C:32]1[CH:37]=[CH:36][CH:35]=[CH:34][CH:33]=1)[CH2:26][S+:27]1[CH2:28][CH2:29][CH2:30][CH2:31]1, predict the reactants needed to synthesize it. The reactants are: [Na].[O:2]=[C:3]1[CH:10]2[CH2:11][C:6]3([O:13][C:14]([C:16]([F:22])([F:21])[S:17]([OH:20])(=[O:19])=[O:18])=[O:15])[CH2:7][CH:8]([CH2:12][CH:4]1[CH2:5]3)[CH2:9]2.[Br-].[O:24]=[C:25]([C:32]1[CH:37]=[CH:36][CH:35]=[CH:34][CH:33]=1)[CH2:26][S+:27]1[CH2:31][CH2:30][CH2:29][CH2:28]1.O. (5) Given the product [CH3:1][O:2][C:3](=[O:47])[CH2:4][C:5]1[C:10]([C:11]([F:12])([F:13])[F:14])=[CH:9][CH:8]=[CH:7][C:6]=1[CH2:15][CH2:16][C:17]1[C:22]([C:23]([F:25])([F:26])[F:24])=[CH:21][N:20]=[C:19]([NH:27][C:28]2[CH:33]=[CH:32][C:31]([CH:34]3[CH2:35][CH2:36][N:37]([C:40]([O:42][C:43]([CH3:46])([CH3:45])[CH3:44])=[O:41])[CH2:38][CH2:39]3)=[CH:30][CH:29]=2)[N:18]=1, predict the reactants needed to synthesize it. The reactants are: [CH3:1][O:2][C:3](=[O:47])[CH2:4][C:5]1[C:10]([C:11]([F:14])([F:13])[F:12])=[CH:9][CH:8]=[CH:7][C:6]=1[C:15]#[C:16][C:17]1[C:22]([C:23]([F:26])([F:25])[F:24])=[CH:21][N:20]=[C:19]([NH:27][C:28]2[CH:33]=[CH:32][C:31]([CH:34]3[CH2:39][CH2:38][N:37]([C:40]([O:42][C:43]([CH3:46])([CH3:45])[CH3:44])=[O:41])[CH2:36][CH2:35]3)=[CH:30][CH:29]=2)[N:18]=1. (6) Given the product [C:13]([O:17][C:18](=[O:36])[CH2:19][C@@H:20]([C:21]1[CH:22]=[N:23][C:24]([O:27][CH3:28])=[CH:25][CH:26]=1)[N:29]1[CH:30]=[CH:31][N:58]([CH2:57][CH2:56][CH2:55][C:45]2[CH:46]=[CH:47][C:48]3[CH2:54][CH2:53][CH2:52][CH2:51][NH:50][C:49]=3[N:44]=2)[C:5]1=[O:11])([CH3:14])([CH3:15])[CH3:16], predict the reactants needed to synthesize it. The reactants are: ClC(Cl)(O[C:5](=[O:11])OC(Cl)(Cl)Cl)Cl.[C:13]([O:17][C:18](=[O:36])[CH2:19][C@H:20]([NH:29][CH2:30][CH:31](OC)OC)[C:21]1[CH:22]=[N:23][C:24]([O:27][CH3:28])=[CH:25][CH:26]=1)([CH3:16])([CH3:15])[CH3:14].C(N(CC)CC)C.[N:44]1[C:49]2[NH:50][CH2:51][CH2:52][CH2:53][CH2:54][C:48]=2[CH:47]=[CH:46][C:45]=1[CH2:55][CH2:56][CH2:57][NH2:58].OS(O)(=O)=O. (7) Given the product [CH:8]1([C:4]2[C:3]([C:11]3[C:19]4[NH:18][C:17](=[O:20])[NH:16][C:15]=4[CH:14]=[C:13]([C:21]4[C:22]([CH3:27])=[N:23][O:24][C:25]=4[CH3:26])[CH:12]=3)=[C:2]([CH:28]3[CH2:30][CH2:29]3)[CH:7]=[CH:6][N:5]=2)[CH2:10][CH2:9]1, predict the reactants needed to synthesize it. The reactants are: Br[C:2]1[CH:7]=[CH:6][N:5]=[C:4]([CH:8]2[CH2:10][CH2:9]2)[C:3]=1[C:11]1[C:19]2[NH:18][C:17](=[O:20])[NH:16][C:15]=2[CH:14]=[C:13]([C:21]2[C:22]([CH3:27])=[N:23][O:24][C:25]=2[CH3:26])[CH:12]=1.[CH:28]1(B(O)O)[CH2:30][CH2:29]1.[O-]P([O-])([O-])=O.[K+].[K+].[K+]. (8) Given the product [F:25][C:23]([F:24])([F:26])[C:20]1[CH:21]=[CH:22][C:17]([O:16][C:15]2[CH:27]=[CH:28][C:12]([CH2:11][CH2:10][NH2:7])=[CH:13][CH:14]=2)=[N:18][CH:19]=1, predict the reactants needed to synthesize it. The reactants are: [H-].[H-].[H-].[H-].[Li+].[Al+3].[N+:7]([CH:10]=[CH:11][C:12]1[CH:28]=[CH:27][C:15]([O:16][C:17]2[CH:22]=[CH:21][C:20]([C:23]([F:26])([F:25])[F:24])=[CH:19][N:18]=2)=[CH:14][CH:13]=1)([O-])=O.